This data is from Full USPTO retrosynthesis dataset with 1.9M reactions from patents (1976-2016). The task is: Predict the reactants needed to synthesize the given product. The reactants are: [CH3:1][C:2]1[CH:7]=[CH:6][N:5]=[C:4]([NH:8][C:9]([NH2:11])=[S:10])[N:3]=1.[CH2:12]([O:14][C:15](=[O:25])[CH2:16][C:17](=O)[C:18]1[CH:23]=[CH:22][CH:21]=[CH:20][N:19]=1)[CH3:13]. Given the product [CH3:1][C:2]1[CH:7]=[CH:6][N:5]=[C:4]([NH:8][C:9]2[S:10][C:16]([C:15]([O:14][CH2:12][CH3:13])=[O:25])=[C:17]([C:18]3[CH:23]=[CH:22][CH:21]=[CH:20][N:19]=3)[N:11]=2)[N:3]=1, predict the reactants needed to synthesize it.